Predict the product of the given reaction. From a dataset of Forward reaction prediction with 1.9M reactions from USPTO patents (1976-2016). (1) Given the reactants [Si]([O:18][C:19]1[CH:58]=[CH:57][C:22]([O:23][CH2:24][C@@H:25]([OH:56])[CH2:26][NH:27][CH2:28][CH2:29][C:30]2[CH:55]=[CH:54][C:33]([NH:34][CH:35]3[CH2:40][CH2:39][N:38]([C:41]([C:43]4[NH:44][C:45]5[C:50]([CH:51]=4)=[CH:49][C:48]([O:52][CH3:53])=[CH:47][CH:46]=5)=[O:42])[CH2:37][CH2:36]3)=[CH:32][CH:31]=2)=[CH:21][CH:20]=1)(C(C)(C)C)(C1C=CC=CC=1)C1C=CC=CC=1, predict the reaction product. The product is: [OH:56][CH:25]([CH2:24][O:23][C:22]1[CH:21]=[CH:20][C:19]([OH:18])=[CH:58][CH:57]=1)[CH2:26][NH:27][CH2:28][CH2:29][C:30]1[CH:55]=[CH:54][C:33]([NH:34][CH:35]2[CH2:36][CH2:37][N:38]([C:41]([C:43]3[NH:44][C:45]4[C:50]([CH:51]=3)=[CH:49][C:48]([O:52][CH3:53])=[CH:47][CH:46]=4)=[O:42])[CH2:39][CH2:40]2)=[CH:32][CH:31]=1. (2) Given the reactants Cl.[Cl:2][C:3]1[CH:8]=[CH:7][C:6]([NH:9][NH2:10])=[CH:5][CH:4]=1.[O:11]1[CH2:15][CH2:14][CH2:13][CH2:12]1.[C:16](=[O:19])([O-])O.[Na+].[CH2:21](OCC)[CH3:22], predict the reaction product. The product is: [C:15]1([O:11][C:16]([NH:10][NH:9][C:6]2[CH:7]=[CH:8][C:3]([Cl:2])=[CH:4][CH:5]=2)=[O:19])[CH:22]=[CH:21][CH:12]=[CH:13][CH:14]=1. (3) Given the reactants Cl[C:2]1[NH:3][CH:4]=[C:5]([N+:7]([O-:9])=[O:8])[N:6]=1.[CH3:10][C:11]1([CH2:14][N:15]2[C:20]3[CH:21]=[CH:22][CH:23]=[CH:24][C:19]=3[C:18](=[O:25])[O:17][C:16]2=O)[CH2:13][O:12]1.[C:27]([O-])(=O)C.[Na+].[H-].[Na+], predict the reaction product. The product is: [CH2:16]([O:17][C:18]([C:19]1[CH:24]=[CH:23][CH:22]=[CH:21][C:20]=1[NH:15][CH2:14][C:11]1([CH3:13])[O:12][C:2]2=[N:6][C:5]([N+:7]([O-:9])=[O:8])=[CH:4][N:3]2[CH2:10]1)=[O:25])[CH3:27]. (4) Given the reactants [Br:1][C:2]1[CH:3]=[C:4]2[C:8](=[CH:9][C:10]=1[N+:11]([O-])=O)[N:7]([C:14]([C:27]1[CH:32]=[CH:31][CH:30]=[CH:29][CH:28]=1)([C:21]1[CH:26]=[CH:25][CH:24]=[CH:23][CH:22]=1)[C:15]1[CH:20]=[CH:19][CH:18]=[CH:17][CH:16]=1)[N:6]=[C:5]2[I:33], predict the reaction product. The product is: [Br:1][C:2]1[CH:3]=[C:4]2[C:8](=[CH:9][C:10]=1[NH2:11])[N:7]([C:14]([C:15]1[CH:16]=[CH:17][CH:18]=[CH:19][CH:20]=1)([C:21]1[CH:26]=[CH:25][CH:24]=[CH:23][CH:22]=1)[C:27]1[CH:32]=[CH:31][CH:30]=[CH:29][CH:28]=1)[N:6]=[C:5]2[I:33]. (5) Given the reactants Br[C:2]1[CH:7]=[C:6]([C:8]2[C:9]([C:32]3[CH:37]=[CH:36][CH:35]=[C:34]([CH3:38])[N:33]=3)=[N:10][N:11](C(C3C=CC=CC=3)(C3C=CC=CC=3)C3C=CC=CC=3)[CH:12]=2)[CH:5]=[CH:4][N:3]=1.[Cl:39][C:40]1[CH:45]=[CH:44][C:43](B(O)O)=[CH:42][CH:41]=1, predict the reaction product. The product is: [Cl:39][C:40]1[CH:45]=[CH:44][C:43]([C:2]2[CH:7]=[C:6]([C:8]3[C:9]([C:32]4[CH:37]=[CH:36][CH:35]=[C:34]([CH3:38])[N:33]=4)=[N:10][NH:11][CH:12]=3)[CH:5]=[CH:4][N:3]=2)=[CH:42][CH:41]=1. (6) Given the reactants [OH:1][C:2]1[C:11]2[C:6](=[CH:7][CH:8]=[C:9]([O:12]C)[CH:10]=2)[O:5][C:4](=[O:14])[CH:3]=1.B(Br)(Br)Br, predict the reaction product. The product is: [OH:1][C:2]1[C:11]2[C:6](=[CH:7][CH:8]=[C:9]([OH:12])[CH:10]=2)[O:5][C:4](=[O:14])[CH:3]=1.